From a dataset of Catalyst prediction with 721,799 reactions and 888 catalyst types from USPTO. Predict which catalyst facilitates the given reaction. (1) Reactant: [H-].[Na+].[OH:3][C:4]1[CH:9]=[CH:8][C:7]([C:10]2[S:11][C:12]3[CH2:13][N:14]([C:19]([O:21][C:22]([CH3:25])([CH3:24])[CH3:23])=[O:20])[CH2:15][CH2:16][C:17]=3[N:18]=2)=[CH:6][CH:5]=1.CC1C=CC(S(O[C@H:37]2[CH2:40][C@@H:39]([N:41]3[CH2:46][CH2:45][CH2:44][CH2:43][CH2:42]3)[CH2:38]2)(=O)=O)=CC=1. Product: [N:41]1([C@H:39]2[CH2:40][C@H:37]([O:3][C:4]3[CH:9]=[CH:8][C:7]([C:10]4[S:11][C:12]5[CH2:13][N:14]([C:19]([O:21][C:22]([CH3:25])([CH3:24])[CH3:23])=[O:20])[CH2:15][CH2:16][C:17]=5[N:18]=4)=[CH:6][CH:5]=3)[CH2:38]2)[CH2:46][CH2:45][CH2:44][CH2:43][CH2:42]1. The catalyst class is: 9. (2) Reactant: [Br:1][C:2]1[CH:7]=[CH:6][C:5]([C:8]2[CH:13]=[CH:12][C:11]([C:14]([OH:16])=O)=[CH:10][CH:9]=2)=[CH:4][CH:3]=1.[N:17]1([C:23]([O:25][C:26]([CH3:29])([CH3:28])[CH3:27])=[O:24])[CH2:22][CH2:21][NH:20][CH2:19][CH2:18]1.CN(C(ON1N=NC2C=CC=NC1=2)=[N+](C)C)C.F[P-](F)(F)(F)(F)F. Product: [Br:1][C:2]1[CH:3]=[CH:4][C:5]([C:8]2[CH:9]=[CH:10][C:11]([C:14]([N:20]3[CH2:19][CH2:18][N:17]([C:23]([O:25][C:26]([CH3:29])([CH3:28])[CH3:27])=[O:24])[CH2:22][CH2:21]3)=[O:16])=[CH:12][CH:13]=2)=[CH:6][CH:7]=1. The catalyst class is: 18. (3) Reactant: Cl.[F:2][C:3]1([F:12])[CH2:7][NH:6][C@H:5]([C:8](=[O:11])[NH:9][CH3:10])[CH2:4]1.[Br:13][C:14]1[CH:19]=[C:18]([F:20])[CH:17]=[CH:16][C:15]=1[C@H:21]1[C:26]([C:27]([O:29][CH2:30][CH3:31])=[O:28])=[C:25]([CH2:32]Br)[NH:24][C:23]([C:34]2[S:35][CH:36]=[CH:37][N:38]=2)=[N:22]1.C(=O)([O-])[O-].[K+].[K+]. Product: [CH2:30]([O:29][C:27]([C:26]1[C@H:21]([C:15]2[CH:16]=[CH:17][C:18]([F:20])=[CH:19][C:14]=2[Br:13])[N:22]=[C:23]([C:34]2[S:35][CH:36]=[CH:37][N:38]=2)[NH:24][C:25]=1[CH2:32][N:6]1[CH2:7][C:3]([F:2])([F:12])[CH2:4][C@H:5]1[C:8](=[O:11])[NH:9][CH3:10])=[O:28])[CH3:31]. The catalyst class is: 8. (4) Reactant: [CH:1]([N:4]1[C:8]([C:9]2[N:18]=[C:17]3[N:11]([CH2:12][CH2:13][O:14][C:15]4[CH:22]=[CH:21][C:20]([S:23][CH:24]5[CH2:29][CH2:28][N:27]([C:30]([CH3:34])([CH3:33])[CH2:31][OH:32])[CH2:26][CH2:25]5)=[CH:19][C:16]=43)[CH:10]=2)=[N:7][CH:6]=[N:5]1)([CH3:3])[CH3:2].C(O)(C(F)(F)F)=[O:36].C1C=C(Cl)C=C(C(OO)=O)C=1. Product: [CH:1]([N:4]1[C:8]([C:9]2[N:18]=[C:17]3[C:16]4[CH:19]=[C:20]([S:23]([CH:24]5[CH2:25][CH2:26][N:27]([C:30]([CH3:34])([CH3:33])[CH2:31][OH:32])[CH2:28][CH2:29]5)=[O:36])[CH:21]=[CH:22][C:15]=4[O:14][CH2:13][CH2:12][N:11]3[CH:10]=2)=[N:7][CH:6]=[N:5]1)([CH3:3])[CH3:2]. The catalyst class is: 2. (5) Reactant: [F:1][C:2]1[C:8]([O:9][C:10]([F:13])([F:12])[F:11])=[CH:7][CH:6]=[CH:5][C:3]=1[NH2:4].[Br:14]N1C(=O)CCC1=O. Product: [Br:14][C:7]1[CH:6]=[CH:5][C:3]([NH2:4])=[C:2]([F:1])[C:8]=1[O:9][C:10]([F:11])([F:12])[F:13]. The catalyst class is: 3. (6) Reactant: [F:1][C:2]1[CH:10]=[C:9]2[C:5]([C:6]([C:18]3[CH:19]=[CH:20][C:21]4[S:25](=[O:27])(=[O:26])[N:24]([CH2:28][C:29]5[N:33]=[CH:32][N:31]([CH3:34])[N:30]=5)[CH:23]([CH2:35][OH:36])[C:22]=4[CH:37]=3)=[CH:7][N:8]2C(OC(C)(C)C)=O)=[CH:4][CH:3]=1.CN.CCO. Product: [F:1][C:2]1[CH:10]=[C:9]2[C:5]([C:6]([C:18]3[CH:19]=[CH:20][C:21]4[S:25](=[O:27])(=[O:26])[N:24]([CH2:28][C:29]5[N:33]=[CH:32][N:31]([CH3:34])[N:30]=5)[CH:23]([CH2:35][OH:36])[C:22]=4[CH:37]=3)=[CH:7][NH:8]2)=[CH:4][CH:3]=1. The catalyst class is: 271.